From a dataset of Reaction yield outcomes from USPTO patents with 853,638 reactions. Predict the reaction yield, written as a fraction of the theoretical maximum amount of product (1.0 means a 100% yield; for example, 0.34 means a 34% yield). (1) The reactants are C([O:3][C:4](=[O:35])[C:5]([CH3:34])([C:28]1[CH:33]=[CH:32][CH:31]=[CH:30][CH:29]=1)[CH2:6][CH2:7][CH2:8][CH2:9][S:10][CH2:11][CH2:12][CH2:13][CH2:14][C:15]([C:23]([O:25]CC)=[O:24])([C:17]1[CH:22]=[CH:21][CH:20]=[CH:19][CH:18]=1)[CH3:16])C.[OH-].[Na+]. The catalyst is C(O)C.O. The product is [C:4]([C:5]([C:28]1[CH:33]=[CH:32][CH:31]=[CH:30][CH:29]=1)([CH3:34])[CH2:6][CH2:7][CH2:8][CH2:9][S:10][CH2:11][CH2:12][CH2:13][CH2:14][C:15]([CH3:16])([C:17]1[CH:18]=[CH:19][CH:20]=[CH:21][CH:22]=1)[C:23]([OH:25])=[O:24])([OH:35])=[O:3]. The yield is 0.680. (2) The reactants are [O:1]1[C:5]2[CH:6]=[CH:7][CH:8]=[CH:9][C:4]=2[C:3]([CH2:10][C:11]([OH:13])=O)=[N:2]1.C(N=C=NCCCN(C)C)C.[CH3:25][S:26]([NH2:29])(=[O:28])=[O:27]. The catalyst is C(Cl)Cl.CN(C)C1C=CN=CC=1. The product is [O:1]1[C:5]2[CH:6]=[CH:7][CH:8]=[CH:9][C:4]=2[C:3]([CH2:10][C:11]([NH:29][S:26]([CH3:25])(=[O:28])=[O:27])=[O:13])=[N:2]1. The yield is 0.760. (3) The reactants are [CH:1]1([C:4]2[C:8]([C:9]([O:11][CH2:12][CH3:13])=[O:10])=[CH:7][NH:6][N:5]=2)[CH2:3][CH2:2]1.Br[CH2:15][C:16]1[CH:28]=[CH:27][C:19]([CH2:20][N:21]2[CH:25]=[C:24]([CH3:26])[CH:23]=[N:22]2)=[CH:18][CH:17]=1.C(=O)([O-])[O-].[K+].[K+]. The catalyst is CN(C=O)C.CCOC(C)=O. The product is [CH2:12]([O:11][C:9]([C:8]1[C:4]([CH:1]2[CH2:2][CH2:3]2)=[N:5][N:6]([CH2:15][C:16]2[CH:17]=[CH:18][C:19]([CH2:20][N:21]3[CH:25]=[C:24]([CH3:26])[CH:23]=[N:22]3)=[CH:27][CH:28]=2)[CH:7]=1)=[O:10])[CH3:13]. The yield is 0.940.